From a dataset of Catalyst prediction with 721,799 reactions and 888 catalyst types from USPTO. Predict which catalyst facilitates the given reaction. (1) Reactant: CC1(C)CN2C(=[O:17])C=C(C3C=CN=CC=3)N=C2NC1.[H-].[Na+].N1[C:30]2[CH2:29][C@H:28]([CH2:31][N:32]3[C:37]4=[N:38][C:39]([C:43]5[CH:48]=[CH:47][N:46]=[CH:45][CH:44]=5)=[CH:40][C:41](=[O:42])[N:36]4[CH2:35][C:34]([CH3:50])([CH3:49])[CH2:33]3)[CH2:27][C:26]=2[CH:25]=[CH:24][CH:23]=1.O. The catalyst class is: 9. Product: [O:17]1[C:30]2[CH:29]=[CH:23][CH:24]=[CH:25][C:26]=2[CH2:27][CH:28]1[CH2:31][N:32]1[C:37]2=[N:38][C:39]([C:43]3[CH:48]=[CH:47][N:46]=[CH:45][CH:44]=3)=[CH:40][C:41](=[O:42])[N:36]2[CH2:35][C:34]([CH3:49])([CH3:50])[CH2:33]1. (2) Reactant: [C:1]([C:3]1([C:16]2[CH:20]=[C:19]([CH3:21])[O:18][N:17]=2)[CH2:8][CH2:7][N:6]([C:9]([O:11][C:12]([CH3:15])([CH3:14])[CH3:13])=[O:10])[CH2:5][CH2:4]1)#[N:2]. Product: [NH2:2][CH2:1][C:3]1([C:16]2[CH:20]=[C:19]([CH3:21])[O:18][N:17]=2)[CH2:8][CH2:7][N:6]([C:9]([O:11][C:12]([CH3:15])([CH3:14])[CH3:13])=[O:10])[CH2:5][CH2:4]1. The catalyst class is: 4. (3) Reactant: [Cl-].O[NH3+:3].[C:4](=[O:7])([O-])[OH:5].[Na+].CS(C)=O.[CH2:13]([CH:15]([O:20][C@H:21]1[CH2:26][CH2:25][C@H:24]([N:27]2[C:32](=[O:33])[C:31]([CH2:34][C:35]3[CH:40]=[CH:39][C:38]([C:41]4[C:42]([C:47]#[N:48])=[CH:43][CH:44]=[CH:45][CH:46]=4)=[CH:37][CH:36]=3)=[C:30]([CH2:49][CH2:50][CH3:51])[N:29]3[N:52]=[C:53]([CH3:55])[N:54]=[C:28]23)[CH2:23][CH2:22]1)[C:16]([OH:19])([CH3:18])[CH3:17])[CH3:14]. Product: [CH2:13]([CH:15]([O:20][C@H:21]1[CH2:26][CH2:25][C@H:24]([N:27]2[C:32](=[O:33])[C:31]([CH2:34][C:35]3[CH:36]=[CH:37][C:38]([C:41]4[CH:46]=[CH:45][CH:44]=[CH:43][C:42]=4[C:47]4[NH:3][C:4](=[O:7])[O:5][N:48]=4)=[CH:39][CH:40]=3)=[C:30]([CH2:49][CH2:50][CH3:51])[N:29]3[N:52]=[C:53]([CH3:55])[N:54]=[C:28]23)[CH2:23][CH2:22]1)[C:16]([OH:19])([CH3:17])[CH3:18])[CH3:14]. The catalyst class is: 6. (4) Reactant: [CH3:1][O:2][C:3]1[CH:8]=[C:7]([O:9][CH3:10])[CH:6]=[CH:5][C:4]=1[C:11](=[O:25])[CH2:12][C:13]([C:15]1[CH:20]=[CH:19][C:18]([O:21][CH3:22])=[CH:17][C:16]=1[O:23][CH3:24])=[O:14].[BH4-].[Na+].C(O)(=O)C. Product: [CH3:24][O:23][C:16]1[CH:17]=[C:18]([O:21][CH3:22])[CH:19]=[CH:20][C:15]=1[CH:13]([OH:14])[CH2:12][CH:11]([C:4]1[CH:5]=[CH:6][C:7]([O:9][CH3:10])=[CH:8][C:3]=1[O:2][CH3:1])[OH:25]. The catalyst class is: 259. (5) Reactant: [CH3:1][C:2]1[CH:7]=[C:6]([N+:8]([O-:10])=[O:9])[CH:5]=[C:4]([C:11]#[C:12][Si](C)(C)C)[C:3]=1[NH2:17].C(=O)([O-])[O-].[K+].[K+].O.C(OCC)(=O)C. Product: [C:11]([C:4]1[CH:5]=[C:6]([N+:8]([O-:10])=[O:9])[CH:7]=[C:2]([CH3:1])[C:3]=1[NH2:17])#[CH:12]. The catalyst class is: 5.